This data is from Reaction yield outcomes from USPTO patents with 853,638 reactions. The task is: Predict the reaction yield, written as a fraction of the theoretical maximum amount of product (1.0 means a 100% yield; for example, 0.34 means a 34% yield). (1) The reactants are [Cl:1][C:2]1[CH:3]=[C:4]([CH:7]=[C:8]([O:11]C)[C:9]=1[OH:10])[CH:5]=[O:6].B(Br)(Br)Br. The catalyst is ClCCl. The product is [Cl:1][C:2]1[CH:3]=[C:4]([CH:7]=[C:8]([OH:11])[C:9]=1[OH:10])[CH:5]=[O:6]. The yield is 0.890. (2) The reactants are [C:1]([O:8][CH3:9])(=[O:7])[CH2:2][C:3]([O:5][CH3:6])=[O:4].[H-].[Na+].[Br:12][C:13]1[CH:18]=[CH:17][C:16]([C:19]23[O:25][C:22]([CH2:26]I)([CH2:23][CH2:24]2)[CH2:21][CH2:20]3)=[CH:15][CH:14]=1. The catalyst is CC(N(C)C)=O. The product is [Br:12][C:13]1[CH:18]=[CH:17][C:16]([C:19]23[O:25][C:22]([CH2:3][CH2:2][C:1]([O:8][CH3:9])=[O:7])([CH2:23][CH2:24]2)[CH2:21][CH2:20]3)=[CH:15][CH:14]=1.[Br:12][C:13]1[CH:18]=[CH:17][C:16]([C:19]23[O:25][C:22]([CH2:26][CH:2]([C:1]([O:8][CH3:9])=[O:7])[C:3]([O:5][CH3:6])=[O:4])([CH2:23][CH2:24]2)[CH2:21][CH2:20]3)=[CH:15][CH:14]=1. The yield is 0.280.